From a dataset of Catalyst prediction with 721,799 reactions and 888 catalyst types from USPTO. Predict which catalyst facilitates the given reaction. (1) Reactant: [F:1][C:2]1[CH:13]=[CH:12][C:5]2[NH:6]C(=O)O[C:9](=[O:10])[C:4]=2[CH:3]=1.[CH:14]([C:18]1[CH:23]=[CH:22][C:21]([NH2:24])=[CH:20][CH:19]=1)([CH2:16][CH3:17])[CH3:15]. Product: [NH2:6][C:5]1[CH:12]=[CH:13][C:2]([F:1])=[CH:3][C:4]=1[C:9]([NH:24][C:21]1[CH:22]=[CH:23][C:18]([CH:14]([CH2:16][CH3:17])[CH3:15])=[CH:19][CH:20]=1)=[O:10]. The catalyst class is: 3. (2) Reactant: [CH3:1][O:2][C:3](=[O:11])[C@@H:4]1[C@H:9]([OH:10])[CH2:8][CH2:7][CH2:6][NH:5]1.[CH3:12][C:13]([O:16][C:17](O[C:17]([O:16][C:13]([CH3:15])([CH3:14])[CH3:12])=[O:18])=[O:18])([CH3:15])[CH3:14]. Product: [CH3:1][O:2][C:3](=[O:11])[C@@H:4]1[C@H:9]([OH:10])[CH2:8][CH2:7][CH2:6][N:5]1[C:17]([O:16][C:13]([CH3:15])([CH3:14])[CH3:12])=[O:18]. The catalyst class is: 2. (3) Reactant: [C:1]12([C:7]3[CH:12]=[CH:11][C:10]([N:13]4[CH2:17][C@H:16]([CH2:18][NH:19][C:20](=[O:22])[CH3:21])[O:15][C:14]4=[O:23])=[CH:9][CH:8]=3)[CH2:6][CH:5]1[CH2:4][NH:3][CH2:2]2.CCN(C(C)C)C(C)C.[F:33][C:34]([F:45])([F:44])[C:35](O[C:35](=[O:36])[C:34]([F:45])([F:44])[F:33])=[O:36]. Product: [O:23]=[C:14]1[N:13]([C:10]2[CH:9]=[CH:8][C:7]([C:1]34[CH2:6][CH:5]3[CH2:4][N:3]([C:35](=[O:36])[C:34]([F:45])([F:44])[F:33])[CH2:2]4)=[CH:12][CH:11]=2)[CH2:17][C@H:16]([CH2:18][NH:19][C:20](=[O:22])[CH3:21])[O:15]1. The catalyst class is: 2. (4) Reactant: [CH:1]1([O:6][C:7]2[CH:8]=[C:9]([C@H:15]3[CH2:19][N:18]([CH2:20][C:21]([O:23]C)=[O:22])[C:17](=[O:25])[CH2:16]3)[CH:10]=[CH:11][C:12]=2[O:13][CH3:14])[CH2:5][CH2:4][CH2:3][CH2:2]1.[OH-].[K+].Cl.O. Product: [CH:1]1([O:6][C:7]2[CH:8]=[C:9]([CH:15]3[CH2:19][N:18]([CH2:20][C:21]([OH:23])=[O:22])[C:17](=[O:25])[CH2:16]3)[CH:10]=[CH:11][C:12]=2[O:13][CH3:14])[CH2:5][CH2:4][CH2:3][CH2:2]1. The catalyst class is: 5. (5) Reactant: C(OC([N:8]1[CH2:13][CH2:12][CH:11]([C:14]2[N:15]([CH2:30][CH2:31][N:32]3[CH2:35][CH2:34][CH2:33]3)[CH:16]=[C:17]([C:19]3[CH:24]=[CH:23][C:22]([F:25])=[C:21]([C:26]([F:29])([F:28])[F:27])[CH:20]=3)[N:18]=2)[CH:10]([CH3:36])[CH2:9]1)=O)(C)(C)C.[ClH:37]. Product: [ClH:37].[ClH:37].[ClH:37].[N:32]1([CH2:31][CH2:30][N:15]2[CH:16]=[C:17]([C:19]3[CH:24]=[CH:23][C:22]([F:25])=[C:21]([C:26]([F:29])([F:27])[F:28])[CH:20]=3)[N:18]=[C:14]2[CH:11]2[CH2:12][CH2:13][NH:8][CH2:9][CH:10]2[CH3:36])[CH2:33][CH2:34][CH2:35]1. The catalyst class is: 71. (6) Reactant: [C:1]([O:5][C:6]([NH:8][C@@H:9]([CH2:13][CH:14]1[CH2:19][CH2:18][CH:17]([CH3:20])[CH2:16][CH2:15]1)[C:10](O)=[O:11])=[O:7])([CH3:4])([CH3:3])[CH3:2].C[CH2:22][N:23]=C=NCCCN(C)C.Cl.C1C=CC2N(O)N=NC=2C=1.CCN(C(C)C)C(C)C.CN.CCO. The catalyst class is: 2. Product: [CH3:22][NH:23][C:10]([C@@H:9]([NH:8][C:6](=[O:7])[O:5][C:1]([CH3:4])([CH3:3])[CH3:2])[CH2:13][CH:14]1[CH2:19][CH2:18][CH:17]([CH3:20])[CH2:16][CH2:15]1)=[O:11]. (7) Reactant: Br[C:2]1[CH:3]=[C:4]([C:8]2([C:19]3[CH:24]=[CH:23][N:22]=[C:21]([C:25]([F:28])([F:27])[F:26])[CH:20]=3)[C:16]3[C:11](=[C:12]([F:17])[CH:13]=[CH:14][CH:15]=3)[C:10]([NH2:18])=[N:9]2)[CH:5]=[CH:6][CH:7]=1.[N:29]1[CH:34]=[C:33](B(O)O)[CH:32]=[N:31][CH:30]=1.C([O-])([O-])=O.[K+].[K+]. Product: [F:17][C:12]1[CH:13]=[CH:14][CH:15]=[C:16]2[C:11]=1[C:10]([NH2:18])=[N:9][C:8]2([C:4]1[CH:5]=[CH:6][CH:7]=[C:2]([C:33]2[CH:34]=[N:29][CH:30]=[N:31][CH:32]=2)[CH:3]=1)[C:19]1[CH:24]=[CH:23][N:22]=[C:21]([C:25]([F:26])([F:28])[F:27])[CH:20]=1. The catalyst class is: 462. (8) Reactant: [H-].[Na+].[Br:3][C:4]1[CH:9]=[CH:8][C:7]([SH:10])=[CH:6][CH:5]=1.S(O[CH:22]1[CH2:27][CH2:26][CH2:25][N:24]([C:28]([O:30][C:31]([CH3:34])([CH3:33])[CH3:32])=[O:29])[CH2:23]1)(C1C=CC(C)=CC=1)(=O)=O. Product: [Br:3][C:4]1[CH:9]=[CH:8][C:7]([S:10][CH:26]2[CH2:27][CH2:22][CH2:23][N:24]([C:28]([O:30][C:31]([CH3:34])([CH3:33])[CH3:32])=[O:29])[CH2:25]2)=[CH:6][CH:5]=1. The catalyst class is: 1. (9) Reactant: [C:1]([C:5]1[N:10]=[C:9]([N:11]2[CH2:16][CH2:15][N:14]([CH2:17][CH2:18][CH2:19][CH2:20][NH2:21])[CH2:13][CH2:12]2)[CH:8]=[C:7]([C:22]([F:25])([F:24])[F:23])[N:6]=1)([CH3:4])([CH3:3])[CH3:2].C1N=CN([C:31](N2C=NC=C2)=[O:32])C=1.[C:38]1([N:44]2[CH2:49][CH2:48][NH:47][CH2:46][CH2:45]2)[CH:43]=[CH:42][CH:41]=[CH:40][CH:39]=1. Product: [C:1]([C:5]1[N:10]=[C:9]([N:11]2[CH2:16][CH2:15][N:14]([CH2:17][CH2:18][CH2:19][CH2:20][NH:21][C:31]([N:47]3[CH2:48][CH2:49][N:44]([C:38]4[CH:43]=[CH:42][CH:41]=[CH:40][CH:39]=4)[CH2:45][CH2:46]3)=[O:32])[CH2:13][CH2:12]2)[CH:8]=[C:7]([C:22]([F:24])([F:25])[F:23])[N:6]=1)([CH3:4])([CH3:2])[CH3:3]. The catalyst class is: 147. (10) Product: [CH3:40][N:27]1[CH2:28][CH2:29][CH:25]([C:23]([NH:22][C:20]2[N:21]=[C:16]3[CH:15]=[CH:14][C:13]([O:12][C:11]4[CH:30]=[CH:31][CH:32]=[C:9]([NH:8][C:6](=[O:7])[C:5]5[CH:33]=[CH:34][CH:35]=[C:3]([C:2]([F:1])([F:36])[F:37])[CH:4]=5)[CH:10]=4)=[N:18][N:17]3[CH:19]=2)=[O:24])[CH2:26]1. Reactant: [F:1][C:2]([F:37])([F:36])[C:3]1[CH:4]=[C:5]([CH:33]=[CH:34][CH:35]=1)[C:6]([NH:8][C:9]1[CH:10]=[C:11]([CH:30]=[CH:31][CH:32]=1)[O:12][C:13]1[CH:14]=[CH:15][C:16]2[N:17]([CH:19]=[C:20]([NH:22][C:23]([CH:25]3[CH2:29][CH2:28][NH:27][CH2:26]3)=[O:24])[N:21]=2)[N:18]=1)=[O:7].C=O.[C:40]([BH-](C#N)C#N)#N.[Na+].C(=O)([O-])O.[Na+]. The catalyst class is: 130.